This data is from Forward reaction prediction with 1.9M reactions from USPTO patents (1976-2016). The task is: Predict the product of the given reaction. (1) The product is: [CH3:43][N:42]([CH2:44][C:45]1[CH:46]=[CH:47][C:48]([NH:49][C:28]([CH:9]2[CH:8]([C:4]3[CH:5]=[CH:6][CH:7]=[C:2]([Cl:1])[C:3]=3[F:31])[C:12]([C:15]3[CH:20]=[CH:19][C:18]([Cl:21])=[CH:17][C:16]=3[F:22])([C:13]#[N:14])[CH:11]([CH2:23][C:24]([CH3:25])([CH3:26])[CH3:27])[NH:10]2)=[O:30])=[CH:50][CH:51]=1)[CH3:41]. Given the reactants [Cl:1][C:2]1[C:3]([F:31])=[C:4]([CH:8]2[C:12]([C:15]3[CH:20]=[CH:19][C:18]([Cl:21])=[CH:17][C:16]=3[F:22])([C:13]#[N:14])[CH:11]([CH2:23][C:24]([CH3:27])([CH3:26])[CH3:25])[NH:10][CH:9]2[C:28]([OH:30])=O)[CH:5]=[CH:6][CH:7]=1.C(N(CC)C(C)C)(C)C.[CH3:41][N:42]([CH2:44][C:45]1[CH:51]=[CH:50][C:48]([NH2:49])=[CH:47][CH:46]=1)[CH3:43], predict the reaction product. (2) Given the reactants I[C:2]1[C:10]2[C:5](=[N:6][CH:7]=[N:8][C:9]=2[NH2:11])[NH:4][N:3]=1.[CH3:12][N:13](C=O)C, predict the reaction product. The product is: [NH2:11][C:9]1[N:8]=[CH:7][N:6]=[C:5]2[NH:4][N:3]=[C:2]([C:12]#[N:13])[C:10]=12. (3) Given the reactants [Cl-].Cl[CH2:3][CH2:4][O:5][C:6]1[CH:7]=[C:8]([CH2:16][O:17][Si:18]([CH:25]([CH3:27])[CH3:26])([CH:22]([CH3:24])[CH3:23])[CH:19]([CH3:21])[CH3:20])[CH:9]=[CH:10][C:11]=1[O:12][CH:13]([F:15])[F:14].[OH-].[Na+].N1C(C)=CC=CC=1C.O([Si](C(C)C)(C(C)C)C(C)C)S(C(F)(F)F)(=O)=O.C([O-])(O)=O.[Na+], predict the reaction product. The product is: [CH:4]([O:5][C:6]1[CH:7]=[C:8]([CH2:16][O:17][Si:18]([CH:22]([CH3:24])[CH3:23])([CH:19]([CH3:21])[CH3:20])[CH:25]([CH3:26])[CH3:27])[CH:9]=[CH:10][C:11]=1[O:12][CH:13]([F:14])[F:15])=[CH2:3]. (4) Given the reactants [F:1][C:2]1[C:27]([F:28])=[CH:26][C:5]2[N:6]([CH2:16][C:17]3[CH:24]=[CH:23][C:20]([C:21]#[N:22])=[CH:19][C:18]=3[F:25])[C:7]([C:9]3[CH:14]=[CH:13][CH:12]=[CH:11][C:10]=3[OH:15])=[N:8][C:4]=2[CH:3]=1.I[CH2:30][CH:31]1[CH2:35][CH2:34][CH2:33][CH2:32]1, predict the reaction product. The product is: [CH:31]1([CH2:30][O:15][C:10]2[CH:11]=[CH:12][CH:13]=[CH:14][C:9]=2[C:7]2[N:6]([CH2:16][C:17]3[CH:24]=[CH:23][C:20]([C:21]#[N:22])=[CH:19][C:18]=3[F:25])[C:5]3[CH:26]=[C:27]([F:28])[C:2]([F:1])=[CH:3][C:4]=3[N:8]=2)[CH2:35][CH2:34][CH2:33][CH2:32]1. (5) Given the reactants Cl.[O:2]=[C:3]([C:9]1[S:10][CH:11]=[CH:12][CH:13]=1)[CH2:4][CH2:5][C:6]([OH:8])=O.[CH2:14]([C@H:21]1[CH2:25][NH:24][C@H:23]([C:26]([NH:28][C:29]2[CH:34]=[CH:33][C:32]([O:35][C:36]3[CH:41]=[CH:40][C:39]([F:42])=[CH:38][CH:37]=3)=[CH:31][CH:30]=2)=[O:27])[CH2:22]1)[C:15]1[CH:20]=[CH:19][CH:18]=[CH:17][CH:16]=1, predict the reaction product. The product is: [CH2:14]([C@H:21]1[CH2:25][N:24]([C:6](=[O:8])[CH2:5][CH2:4][C:3](=[O:2])[C:9]2[S:10][CH:11]=[CH:12][CH:13]=2)[C@H:23]([C:26]([NH:28][C:29]2[CH:34]=[CH:33][C:32]([O:35][C:36]3[CH:37]=[CH:38][C:39]([F:42])=[CH:40][CH:41]=3)=[CH:31][CH:30]=2)=[O:27])[CH2:22]1)[C:15]1[CH:16]=[CH:17][CH:18]=[CH:19][CH:20]=1. (6) Given the reactants [C:1]1([C:7]2[CH:16]=[CH:15][C:14]3[C:9](=[CH:10][CH:11]=[C:12]([O:17]CC)[CH:13]=3)[CH:8]=2)[CH:6]=[CH:5][CH:4]=[CH:3][CH:2]=1.Br.C(O)(=O)C, predict the reaction product. The product is: [C:1]1([C:7]2[CH:8]=[C:9]3[C:14](=[CH:15][CH:16]=2)[CH:13]=[C:12]([OH:17])[CH:11]=[CH:10]3)[CH:2]=[CH:3][CH:4]=[CH:5][CH:6]=1. (7) Given the reactants [O:1]1[CH:5]=[N:4][N:3]=[C:2]1[NH2:6].[C:7]1([CH:13]([C:17]2[CH:22]=[CH:21][CH:20]=[CH:19][CH:18]=2)[C:14](Cl)=[O:15])[CH:12]=[CH:11][CH:10]=[CH:9][CH:8]=1, predict the reaction product. The product is: [O:1]1[CH:5]=[N:4][N:3]=[C:2]1[NH:6][C:14](=[O:15])[CH:13]([C:7]1[CH:12]=[CH:11][CH:10]=[CH:9][CH:8]=1)[C:17]1[CH:22]=[CH:21][CH:20]=[CH:19][CH:18]=1.